From a dataset of Full USPTO retrosynthesis dataset with 1.9M reactions from patents (1976-2016). Predict the reactants needed to synthesize the given product. (1) Given the product [Br:10][C:11]1[CH:16]=[CH:15][N:14]=[C:13]([NH:9][CH:7]([C:1]2[CH:6]=[CH:5][CH:4]=[CH:3][CH:2]=2)[CH3:8])[CH:12]=1, predict the reactants needed to synthesize it. The reactants are: [C:1]1([CH:7]([NH2:9])[CH3:8])[CH:6]=[CH:5][CH:4]=[CH:3][CH:2]=1.[Br:10][C:11]1[CH:16]=[CH:15][N:14]=[C:13](Cl)[CH:12]=1.C(N(C(C)C)C(C)C)C. (2) The reactants are: II.[C:3]([O:8][C@@H:9]1[C@@H:17]([CH2:18][CH2:19]I)[C:16](=[O:21])[O:15][CH2:14][C@H:13]([NH:22][C:23]([O:25][C:26]([CH3:29])([CH3:28])[CH3:27])=[O:24])[C:12](=[O:30])[O:11][C@H:10]1[CH3:31])(=[O:7])[CH:4]([CH3:6])[CH3:5].F[C:33]1[CH:38]=[CH:37][C:36](I)=[CH:35][CH:34]=1. Given the product [C:3]([O:8][C@@H:9]1[C@@H:17]([CH2:18][CH2:19][C:33]2[CH:38]=[CH:37][CH:36]=[CH:35][CH:34]=2)[C:16](=[O:21])[O:15][CH2:14][C@H:13]([NH:22][C:23]([O:25][C:26]([CH3:29])([CH3:28])[CH3:27])=[O:24])[C:12](=[O:30])[O:11][C@H:10]1[CH3:31])(=[O:7])[CH:4]([CH3:6])[CH3:5], predict the reactants needed to synthesize it. (3) Given the product [Br:1][C:2]1[S:6][C:5]([C:7]([O:9][CH3:10])=[O:8])=[CH:4][CH:3]=1, predict the reactants needed to synthesize it. The reactants are: [Br:1][C:2]1[S:6][C:5]([C:7]([OH:9])=[O:8])=[CH:4][CH:3]=1.[C:10](Cl)(=O)C(Cl)=O.C(N(CC)CC)C. (4) Given the product [Cl:1][C:2]1[N:3]=[CH:4][C:5]([CH:8]2[CH2:9][NH:14][C:32]([N:31]([CH3:34])[CH3:30])=[N:33]2)=[CH:6][CH:7]=1, predict the reactants needed to synthesize it. The reactants are: [Cl:1][C:2]1[CH:7]=[CH:6][C:5]([CH:8]=[CH2:9])=[CH:4][N:3]=1.FC(F)(F)C([NH2:14])=O.BrN1C(=O)CCC1=O.C(=O)(O)[O-].[Na+].[CH3:30][N:31]([CH3:34])[C:32]#[N:33]. (5) Given the product [Br:8][C:1]1[C:2]2[CH2:7][CH2:6][CH2:5][CH2:4][C:3]=2[C:16]([O:19][CH2:20][C:21]2[CH:29]=[CH:28][CH:27]=[CH:26][CH:25]=2)=[CH:17][CH:22]=1, predict the reactants needed to synthesize it. The reactants are: [CH2:1]([Br:8])[C:2]1[CH:7]=[CH:6][CH:5]=[CH:4][CH:3]=1.C(=O)([O-])[O-].[K+].[K+].Cl.[C:16]([O:19][CH2:20][CH3:21])(=O)[CH3:17].[CH2:22](Cl)Cl.[CH3:25][CH2:26][CH2:27][CH2:28][CH2:29]C. (6) Given the product [CH3:6][NH:7][C:9]1[CH:14]=[CH:13][C:12]([C:15]2[N:16]=[C:17]([N:35]3[CH2:40][CH2:39][O:38][CH2:37][CH2:36]3)[C:18]3[N:23]=[C:22]([CH2:24][N:25]4[CH2:30][CH2:29][N:28]([S:31]([CH3:34])(=[O:33])=[O:32])[CH2:27][CH2:26]4)[S:21][C:19]=3[N:20]=2)=[CH:11][N:10]=1, predict the reactants needed to synthesize it. The reactants are: C(O[C:6](=O)[N:7]([C:9]1[CH:14]=[CH:13][C:12]([C:15]2[N:16]=[C:17]([N:35]3[CH2:40][CH2:39][O:38][CH2:37][CH2:36]3)[C:18]3[N:23]=[C:22]([CH2:24][N:25]4[CH2:30][CH2:29][N:28]([S:31]([CH3:34])(=[O:33])=[O:32])[CH2:27][CH2:26]4)[S:21][C:19]=3[N:20]=2)=[CH:11][N:10]=1)C)(C)(C)C. (7) The reactants are: [CH3:1][N:2]1[CH2:6][CH2:5][CH:4]([C:7]([O:9]C)=[O:8])[C:3]1=[O:11].C[Si](C)(C)[O-].[K+].Cl. Given the product [CH3:1][N:2]1[CH2:6][CH2:5][CH:4]([C:7]([OH:9])=[O:8])[C:3]1=[O:11], predict the reactants needed to synthesize it.